From a dataset of Catalyst prediction with 721,799 reactions and 888 catalyst types from USPTO. Predict which catalyst facilitates the given reaction. (1) Reactant: Cl[C:2]1[N:7]=[CH:6][N:5]=[C:4]([NH2:8])[C:3]=1[NH2:9].CC(=O)C(=[O:14])C.[C:16]1(C)C=C[CH:19]=[CH:18][CH:17]=1. Product: [CH3:16][C:17]1[N:9]=[C:3]2[C:4](=[N:8][C:18]=1[CH3:19])[N:5]=[CH:6][N:7]=[C:2]2[OH:14]. The catalyst class is: 5. (2) Reactant: FC(F)(F)C(O)=O.C([Si]1(C(C)(C)C)[O:17][C@H:16]2[C@H:18]([O:21][C:22]3[N:23](COCC[Si](C)(C)C)[C:24]4[C:25]([N:32]=3)=[N:26][C:27]([I:31])=[C:28]([Cl:30])[CH:29]=4)[CH2:19][O:20][C@@H:15]2[CH2:14][O:13]1)(C)(C)C.[F-].C([N+](CCCC)(CCCC)CCCC)CCC. Product: [Cl:30][C:28]1[CH:29]=[C:24]2[NH:23][C:22]([O:21][C@@H:18]3[CH2:19][O:20][C@H:15]([CH2:14][OH:13])[C@H:16]3[OH:17])=[N:32][C:25]2=[N:26][C:27]=1[I:31]. The catalyst class is: 168.